The task is: Predict which catalyst facilitates the given reaction.. This data is from Catalyst prediction with 721,799 reactions and 888 catalyst types from USPTO. (1) Reactant: [CH3:1][NH:2][N:3]=[CH:4][C:5](=[O:7])[CH3:6].[CH2:8]([C:12]1[CH:17]=[CH:16][C:15]([C:18](=O)[CH:19]=[O:20])=[CH:14][CH:13]=1)[CH:9]([CH3:11])[CH3:10].C(Cl)(Cl)Cl.CCCCCC.C(OCC)(=O)C. The catalyst class is: 15. Product: [OH:20][C:19]1[C:4]([C:5](=[O:7])[CH3:6])=[N:3][N:2]([CH3:1])[C:18]=1[C:15]1[CH:16]=[CH:17][C:12]([CH2:8][CH:9]([CH3:11])[CH3:10])=[CH:13][CH:14]=1. (2) Reactant: [Cl:1][C:2]1[C:3]([O:12][C:13]2[CH:18]=[C:17]([O:19][CH:20]([CH3:22])[CH3:21])[CH:16]=[CH:15][C:14]=2/[CH:23]=[C:24](\[CH3:30])/[C:25]([O:27]CC)=[O:26])=[N:4][CH:5]=[C:6]([C:8]([F:11])([F:10])[F:9])[CH:7]=1.[OH-].[Na+].Cl. Product: [Cl:1][C:2]1[C:3]([O:12][C:13]2[CH:18]=[C:17]([O:19][CH:20]([CH3:21])[CH3:22])[CH:16]=[CH:15][C:14]=2/[CH:23]=[C:24](\[CH3:30])/[C:25]([OH:27])=[O:26])=[N:4][CH:5]=[C:6]([C:8]([F:10])([F:9])[F:11])[CH:7]=1. The catalyst class is: 214. (3) Reactant: C([O:4][CH2:5][C:6]1[C:11]([C:12]2[CH:17]=[C:16]([NH:18][C:19]3[CH:24]=[CH:23][C:22]([N:25]4[CH2:30][CH2:29][N:28]([CH:31]([CH3:33])[CH3:32])[CH2:27][CH2:26]4)=[CH:21][N:20]=3)[C:15](=[O:34])[N:14]([CH3:35])[N:13]=2)=[CH:10][CH:9]=[CH:8][C:7]=1[N:36]1[N:45]=[CH:44][C:43]2[C:38](=[C:39]([F:50])[CH:40]=[C:41]([C:46]([CH3:49])([CH3:48])[CH3:47])[CH:42]=2)[C:37]1=[O:51])(=O)C.[OH-].[Na+].C(Cl)[Cl:55]. Product: [ClH:55].[C:46]([C:41]1[CH:42]=[C:43]2[C:38](=[C:39]([F:50])[CH:40]=1)[C:37](=[O:51])[N:36]([C:7]1[CH:8]=[CH:9][CH:10]=[C:11]([C:12]3[CH:17]=[C:16]([NH:18][C:19]4[CH:24]=[CH:23][C:22]([N:25]5[CH2:26][CH2:27][N:28]([CH:31]([CH3:32])[CH3:33])[CH2:29][CH2:30]5)=[CH:21][N:20]=4)[C:15](=[O:34])[N:14]([CH3:35])[N:13]=3)[C:6]=1[CH2:5][OH:4])[N:45]=[CH:44]2)([CH3:48])([CH3:49])[CH3:47]. The catalyst class is: 554. (4) The catalyst class is: 6. Reactant: C([O:3][C:4]([CH:6]1[CH:11]([C:12]([F:15])([F:14])[F:13])[CH:10]2[CH2:16][CH:7]1[CH:8]=[CH:9]2)=[O:5])C.[OH-].[Na+].Cl. Product: [F:13][C:12]([F:14])([F:15])[CH:11]1[CH:10]2[CH2:16][CH:7]([CH:8]=[CH:9]2)[CH:6]1[C:4]([OH:5])=[O:3].